Dataset: Full USPTO retrosynthesis dataset with 1.9M reactions from patents (1976-2016). Task: Predict the reactants needed to synthesize the given product. (1) Given the product [Br:1][C:13]1[S:9][C:10]([CH:14]2[CH2:15][CH2:16][N:17]([C:20]([O:22][C:23]([CH3:26])([CH3:25])[CH3:24])=[O:21])[CH2:18][CH2:19]2)=[CH:11][CH:12]=1, predict the reactants needed to synthesize it. The reactants are: [Br:1]N1C(=O)CCC1=O.[S:9]1[CH:13]=[CH:12][CH:11]=[C:10]1[CH:14]1[CH2:19][CH2:18][N:17]([C:20]([O:22][C:23]([CH3:26])([CH3:25])[CH3:24])=[O:21])[CH2:16][CH2:15]1.C([O-])(O)=O.[Na+]. (2) Given the product [O:41]=[C:40]([NH:8][C:9]1[CH:14]=[CH:13][CH:12]=[CH:11][CH:10]=1)[CH2:39][NH:38][C:36](=[O:37])[C:35]1[CH:43]=[CH:44][CH:45]=[C:33]([C:24]2[C:25]3[C:20](=[CH:19][C:18]([O:17][CH3:16])=[C:27]4[O:28][C:29]([CH3:31])([CH3:32])[CH2:30][C:26]4=3)[CH2:21][C:22]([CH3:47])([CH3:46])[N:23]=2)[CH:34]=1, predict the reactants needed to synthesize it. The reactants are: C(N(CC)CC)C.[NH2:8][C:9]1[CH:14]=[CH:13][CH:12]=[CH:11][CH:10]=1.Cl.[CH3:16][O:17][C:18]1[CH:19]=[C:20]2[C:25](=[C:26]3[CH2:30][C:29]([CH3:32])([CH3:31])[O:28][C:27]=13)[C:24]([C:33]1[CH:34]=[C:35]([CH:43]=[CH:44][CH:45]=1)[C:36]([NH:38][CH2:39][C:40](O)=[O:41])=[O:37])=[N:23][C:22]([CH3:47])([CH3:46])[CH2:21]2.O.ON1C2C=CC=CC=2N=N1.Cl.C(N=C=NCCCN(C)C)C.C(=O)([O-])O.[Na+]. (3) Given the product [CH3:30][C:9]1[CH:8]=[C:7]([C:4]2[CH:3]=[CH:2][N:1]=[CH:6][CH:5]=2)[N:11]([C:12]2[CH:13]=[CH:14][C:15]([O:16][CH2:17][C:18]3[CH:27]=[CH:26][C:25]4[C:20](=[CH:21][CH:22]=[CH:23][CH:24]=4)[N:19]=3)=[CH:28][CH:29]=2)[N:10]=1, predict the reactants needed to synthesize it. The reactants are: [N:1]1[CH:6]=[CH:5][C:4]([C:7]2[N:11]([C:12]3[CH:29]=[CH:28][C:15]([O:16][CH2:17][C:18]4[CH:27]=[CH:26][C:25]5[C:20](=[CH:21][CH:22]=[CH:23][CH:24]=5)[N:19]=4)=[CH:14][CH:13]=3)[N:10]=[CH:9][CH:8]=2)=[CH:3][CH:2]=1.[CH3:30]OC(N(C)C)(OC)C. (4) Given the product [NH2:17][C:18]1[CH:19]=[CH:20][C:21]([S:24][C:25]2[CH:30]=[CH:29][C:28]([C:31]([NH:32][C:33]3[S:34][C:35]([C:38]([F:41])([F:40])[F:39])=[N:36][N:37]=3)=[O:42])=[CH:27][C:26]=2[NH:43][C:44]2[C:45]3[CH:53]=[CH:52][C:51]([CH:54]([CH3:56])[CH3:55])=[N:50][C:46]=3[N:47]=[CH:48][N:49]=2)=[CH:22][CH:23]=1, predict the reactants needed to synthesize it. The reactants are: C1C2C(COC(=O)[NH:17][C:18]3[CH:23]=[CH:22][C:21]([S:24][C:25]4[CH:30]=[CH:29][C:28]([C:31](=[O:42])[NH:32][C:33]5[S:34][C:35]([C:38]([F:41])([F:40])[F:39])=[N:36][N:37]=5)=[CH:27][C:26]=4[NH:43][C:44]4[C:45]5[CH:53]=[CH:52][C:51]([CH:54]([CH3:56])[CH3:55])=[N:50][C:46]=5[N:47]=[CH:48][N:49]=4)=[CH:20][CH:19]=3)C3C(=CC=CC=3)C=2C=CC=1.O.[OH-].[Li+].Cl. (5) Given the product [C:26]([C:18]1[C:19]([O:24][CH3:25])=[CH:20][C:21]2[O:22][CH2:23][C:7]3[C:6]([C:4]([OH:5])=[O:3])=[N:10][N:9]([C:11]4[CH:15]=[CH:14][S:13][CH:12]=4)[C:8]=3[C:16]=2[CH:17]=1)#[N:27], predict the reactants needed to synthesize it. The reactants are: C([O:3][C:4]([C:6]1[C:7]2[CH2:23][O:22][C:21]3[CH:20]=[C:19]([O:24][CH3:25])[C:18]([C:26]#[N:27])=[CH:17][C:16]=3[C:8]=2[N:9]([C:11]2[CH:15]=[CH:14][S:13][CH:12]=2)[N:10]=1)=[O:5])C.CO.[OH-].[K+]. (6) Given the product [CH3:4][C:2]([O:5][C:6]([NH:8][C:9]1[S:13][C:12]2[CH:14]=[C:15]([NH2:18])[CH:16]=[CH:17][C:11]=2[N:10]=1)=[O:7])([CH3:1])[CH3:3], predict the reactants needed to synthesize it. The reactants are: [CH3:1][C:2]([O:5][C:6]([NH:8][C:9]1[S:13][C:12]2[CH:14]=[C:15]([N+:18]([O-])=O)[CH:16]=[CH:17][C:11]=2[N:10]=1)=[O:7])([CH3:4])[CH3:3].[H][H].